This data is from Forward reaction prediction with 1.9M reactions from USPTO patents (1976-2016). The task is: Predict the product of the given reaction. (1) Given the reactants [NH2:1][C:2]1[N:6]([C:7]2[C:12]([Cl:13])=[CH:11][C:10]([C:14]([F:17])([F:16])[F:15])=[CH:9][C:8]=2[Cl:18])[N:5]=[C:4]([C:19]#[N:20])[C:3]=1[S:21][C:22]([F:25])([F:24])[F:23].[Cl:26][CH:27]([CH3:31])[C:28](Cl)=[O:29], predict the reaction product. The product is: [Cl:26][CH:27]([CH3:31])[C:28]([NH:1][C:2]1[N:6]([C:7]2[C:12]([Cl:13])=[CH:11][C:10]([C:14]([F:15])([F:16])[F:17])=[CH:9][C:8]=2[Cl:18])[N:5]=[C:4]([C:19]#[N:20])[C:3]=1[S:21][C:22]([F:25])([F:24])[F:23])=[O:29]. (2) Given the reactants [C:1]([O:5][C:6](=[O:31])[NH:7][C@H:8]([C:16]1[N:17]([CH2:22][C:23]2[CH:28]=[CH:27][C:26]([O:29][CH3:30])=[CH:25][CH:24]=2)[C:18](Br)=[CH:19][N:20]=1)[CH2:9][C:10]1[CH:15]=[CH:14][CH:13]=[CH:12][CH:11]=1)([CH3:4])([CH3:3])[CH3:2].COC1C=CC(CCl)=CC=1, predict the reaction product. The product is: [C:1]([O:5][C:6](=[O:31])[NH:7][C@H:8]([C:16]1[N:17]([CH2:22][C:23]2[CH:28]=[CH:27][C:26]([O:29][CH3:30])=[CH:25][CH:24]=2)[CH:18]=[CH:19][N:20]=1)[CH2:9][C:10]1[CH:11]=[CH:12][CH:13]=[CH:14][CH:15]=1)([CH3:3])([CH3:4])[CH3:2]. (3) Given the reactants [F:1][C:2]1[CH:7]=[CH:6][C:5]([CH:8]([OH:29])[CH2:9][CH2:10][N:11]2[CH2:16][CH2:15][CH:14]([C:17]3[CH:18]=[C:19]([NH:23][C:24](=[O:28])[CH:25]([CH3:27])[CH3:26])[CH:20]=[CH:21][CH:22]=3)[CH2:13][CH2:12]2)=[CH:4][CH:3]=1.[F:30][C:31]1[CH:36]=[CH:35][C:34](O)=[CH:33][CH:32]=1, predict the reaction product. The product is: [F:30][C:31]1[CH:36]=[CH:35][C:34]([O:29][CH:8]([C:5]2[CH:4]=[CH:3][C:2]([F:1])=[CH:7][CH:6]=2)[CH2:9][CH2:10][N:11]2[CH2:16][CH2:15][CH:14]([C:17]3[CH:18]=[C:19]([NH:23][C:24](=[O:28])[CH:25]([CH3:26])[CH3:27])[CH:20]=[CH:21][CH:22]=3)[CH2:13][CH2:12]2)=[CH:33][CH:32]=1. (4) The product is: [Cl:13][C:12]1[C:3]2[CH2:2][N:32]([CH:30]([C:18]3[CH:19]=[N:20][C:21]([O:22][CH2:23][C:24]([F:29])([F:28])[CH:25]([F:27])[F:26])=[C:16]([CH3:15])[CH:17]=3)[CH3:31])[C:5](=[O:7])[C:4]=2[CH:9]=[CH:10][N:11]=1. Given the reactants Br[CH2:2][C:3]1[C:12]([Cl:13])=[N:11][CH:10]=[CH:9][C:4]=1[C:5]([O:7]C)=O.Cl.[CH3:15][C:16]1[CH:17]=[C:18]([CH:30]([NH2:32])[CH3:31])[CH:19]=[N:20][C:21]=1[O:22][CH2:23][C:24]([F:29])([F:28])[CH:25]([F:27])[F:26], predict the reaction product. (5) Given the reactants [CH2:1]([O:3][C:4](=[O:24])[C:5]1[CH:10]=[CH:9][CH:8]=[C:7]([S:11][C:12]2[C:20]3[C:15](=[CH:16][C:17]([Cl:21])=[CH:18][CH:19]=3)[NH:14][C:13]=2[CH3:22])[C:6]=1[F:23])[CH3:2].Br[C:26]1[CH:27]=[N:28][CH:29]=[C:30]([CH2:32][CH3:33])[CH:31]=1, predict the reaction product. The product is: [CH2:1]([O:3][C:4](=[O:24])[C:5]1[CH:10]=[CH:9][CH:8]=[C:7]([S:11][C:12]2[C:20]3[C:15](=[CH:16][C:17]([Cl:21])=[CH:18][CH:19]=3)[N:14]([C:26]3[CH:27]=[N:28][CH:29]=[C:30]([CH2:32][CH3:33])[CH:31]=3)[C:13]=2[CH3:22])[C:6]=1[F:23])[CH3:2]. (6) Given the reactants C([O:3][C:4]([CH:6]1[CH2:11][CH2:10][CH:9]([NH:12][C:13]2[CH:18]=[CH:17][C:16]([F:19])=[CH:15][CH:14]=2)[CH2:8][CH2:7]1)=[O:5])C.O[Li].O.CO.O, predict the reaction product. The product is: [F:19][C:16]1[CH:15]=[CH:14][C:13]([NH:12][C@H:9]2[CH2:8][CH2:7][C@H:6]([C:4]([OH:5])=[O:3])[CH2:11][CH2:10]2)=[CH:18][CH:17]=1.[F:19][C:16]1[CH:15]=[CH:14][C:13]([NH:12][C@@H:9]2[CH2:8][CH2:7][C@H:6]([C:4]([OH:5])=[O:3])[CH2:11][CH2:10]2)=[CH:18][CH:17]=1. (7) Given the reactants [Br:1][C:2]1[CH:3]=[C:4]([C:8]([OH:10])=O)[N:5]([CH3:7])[CH:6]=1.C[N:12](C(ON1N=NC2C=CC=NC1=2)=[N+](C)C)C.F[P-](F)(F)(F)(F)F.CCN(C(C)C)C(C)C.N, predict the reaction product. The product is: [Br:1][C:2]1[CH:3]=[C:4]([C:8]([NH2:12])=[O:10])[N:5]([CH3:7])[CH:6]=1.